Dataset: Catalyst prediction with 721,799 reactions and 888 catalyst types from USPTO. Task: Predict which catalyst facilitates the given reaction. Reactant: Br[C:2]1[CH:11]=[C:10]2[C:5]([CH:6]=[C:7]([NH:12][C:13]([CH:15]3[CH2:17][CH2:16]3)=[O:14])[N:8]=[CH:9]2)=[CH:4][CH:3]=1.N1C2C(=CC=C3C=2N=CC=C3)C=CC=1.C(=O)([O-])[O-].[Cs+].[Cs+].[NH2:38][CH2:39][CH2:40][OH:41]. Product: [OH:41][CH2:40][CH2:39][NH:38][C:2]1[CH:11]=[C:10]2[C:5]([CH:6]=[C:7]([NH:12][C:13]([CH:15]3[CH2:17][CH2:16]3)=[O:14])[N:8]=[CH:9]2)=[CH:4][CH:3]=1. The catalyst class is: 205.